This data is from Full USPTO retrosynthesis dataset with 1.9M reactions from patents (1976-2016). The task is: Predict the reactants needed to synthesize the given product. (1) Given the product [CH2:1]([O:8][C:9]1[CH:10]=[CH:11][C:12]([C:15]2[C:17]3=[N:18][CH:19]=[CH:20][CH:21]=[C:22]3[NH:26][N:25]=2)=[N:13][CH:14]=1)[C:2]1[CH:7]=[CH:6][CH:5]=[CH:4][CH:3]=1, predict the reactants needed to synthesize it. The reactants are: [CH2:1]([O:8][C:9]1[CH:10]=[CH:11][C:12]([C:15]([C:17]2[C:22](F)=[CH:21][CH:20]=[CH:19][N:18]=2)=O)=[N:13][CH:14]=1)[C:2]1[CH:7]=[CH:6][CH:5]=[CH:4][CH:3]=1.O.[NH2:25][NH2:26]. (2) Given the product [N:1]([C:4]1[CH:5]=[CH:6][C:7]([C:8]([NH:19][CH2:17][CH2:16][CH3:15])=[O:10])=[CH:11][CH:12]=1)=[N+:2]=[N-:3], predict the reactants needed to synthesize it. The reactants are: [N:1]([C:4]1[CH:12]=[CH:11][C:7]([C:8]([OH:10])=O)=[CH:6][CH:5]=1)=[N+:2]=[N-:3].C1C=[CH:15][C:16]2N(O)N=[N:19][C:17]=2C=1.C(N)CC.CCN=C=NCCCN(C)C. (3) Given the product [CH2:13]([O:12][C:11](=[O:15])[NH:10][C:5]1[C:4]([O:3][C:2]([F:16])([F:17])[F:1])=[CH:9][CH:8]=[CH:7][C:6]=1[I:18])[CH3:14], predict the reactants needed to synthesize it. The reactants are: [F:1][C:2]([F:17])([F:16])[O:3][C:4]1[CH:9]=[CH:8][CH:7]=[CH:6][C:5]=1[NH:10][C:11](=[O:15])[O:12][CH2:13][CH3:14].[I:18]I. (4) The reactants are: [NH2:1][C:2]1[CH:11]=[CH:10][C:5]([C:6]([O:8][CH3:9])=[O:7])=[C:4]([N:12]2[CH2:16][CH2:15][O:14][C:13]2=[O:17])[CH:3]=1.Cl[CH2:19][CH2:20][CH2:21][S:22](Cl)(=[O:24])=[O:23]. Given the product [O:23]=[S:22]1(=[O:24])[CH2:21][CH2:20][CH2:19][N:1]1[C:2]1[CH:11]=[CH:10][C:5]([C:6]([O:8][CH3:9])=[O:7])=[C:4]([N:12]2[CH2:16][CH2:15][O:14][C:13]2=[O:17])[CH:3]=1, predict the reactants needed to synthesize it. (5) Given the product [ClH:26].[CH3:2][C:3]1[CH:4]=[CH:5][C:6]([N:13]2[CH2:18][CH2:17][NH:16][CH2:15][CH2:14]2)=[C:7]([S:9]([OH:12])(=[O:10])=[O:11])[CH:8]=1, predict the reactants needed to synthesize it. The reactants are: O.[CH3:2][C:3]1[CH:4]=[CH:5][C:6]([N:13]2[CH2:18][CH2:17][NH:16][CH2:15][CH2:14]2)=[C:7]([S:9]([OH:12])(=[O:11])=[O:10])[CH:8]=1.C1(=O)CCCCC1.[ClH:26]. (6) Given the product [Cl:9][C:10]1[CH:11]=[C:12]([CH:35]=[CH:36][C:37]=1[O:38][CH2:39][C:40]1[CH:45]=[CH:44][CH:43]=[C:42]([F:46])[CH:41]=1)[NH:13][C:14]1[C:23]2[C:18](=[CH:19][C:20]([O:31][CH2:32][CH2:33][N:5]3[CH2:6][CH2:7][C:2]([F:8])([F:1])[CH2:3][CH2:4]3)=[CH:21][C:22]=2[O:24][CH:25]2[CH2:30][CH2:29][O:28][CH2:27][CH2:26]2)[N:17]=[CH:16][N:15]=1, predict the reactants needed to synthesize it. The reactants are: [F:1][C:2]1([F:8])[CH2:7][CH2:6][NH:5][CH2:4][CH2:3]1.[Cl:9][C:10]1[CH:11]=[C:12]([CH:35]=[CH:36][C:37]=1[O:38][CH2:39][C:40]1[CH:45]=[CH:44][CH:43]=[C:42]([F:46])[CH:41]=1)[NH:13][C:14]1[C:23]2[C:18](=[CH:19][C:20]([O:31][CH2:32][CH2:33]Cl)=[CH:21][C:22]=2[O:24][CH:25]2[CH2:30][CH2:29][O:28][CH2:27][CH2:26]2)[N:17]=[CH:16][N:15]=1.